This data is from Reaction yield outcomes from USPTO patents with 853,638 reactions. The task is: Predict the reaction yield, written as a fraction of the theoretical maximum amount of product (1.0 means a 100% yield; for example, 0.34 means a 34% yield). (1) The reactants are C(OC([NH:11][CH:12]1[N:18]=[C:17]([C:19]2[CH:24]=[CH:23][CH:22]=[CH:21][CH:20]=2)[C:16]2[CH:25]=[CH:26][CH:27]=[CH:28][C:15]=2[N:14]([CH2:29][CH2:30][CH2:31][C:32]([F:35])([F:34])[F:33])[C:13]1=[O:36])=O)C1C=CC=CC=1. The catalyst is C(Cl)Cl. The product is [NH2:11][CH:12]1[N:18]=[C:17]([C:19]2[CH:20]=[CH:21][CH:22]=[CH:23][CH:24]=2)[C:16]2[CH:25]=[CH:26][CH:27]=[CH:28][C:15]=2[N:14]([CH2:29][CH2:30][CH2:31][C:32]([F:34])([F:33])[F:35])[C:13]1=[O:36]. The yield is 1.00. (2) The reactants are Br[CH2:2][C:3]([O:5][CH3:6])=[O:4].[C:7]1([C@H:13]([NH2:15])[CH3:14])[CH:12]=[CH:11][CH:10]=[CH:9][CH:8]=1.C(N(CC)CC)C. The catalyst is CCOC(C)=O. The product is [C:7]1([C@H:13]([NH:15][CH2:2][C:3]([O:5][CH3:6])=[O:4])[CH3:14])[CH:12]=[CH:11][CH:10]=[CH:9][CH:8]=1. The yield is 0.900. (3) The reactants are [CH3:1][O:2][C:3](=[O:22])[C:4]1[CH:9]=[CH:8][C:7]([S:10][C:11]2[CH:16]=[CH:15][C:14]([O:17][CH3:18])=[CH:13][CH:12]=2)=[C:6]([N+:19]([O-])=O)[CH:5]=1.[Cl-].[NH4+].CO.O1CCCC1. The catalyst is [Fe].O. The product is [CH3:1][O:2][C:3](=[O:22])[C:4]1[CH:9]=[CH:8][C:7]([S:10][C:11]2[CH:16]=[CH:15][C:14]([O:17][CH3:18])=[CH:13][CH:12]=2)=[C:6]([NH2:19])[CH:5]=1. The yield is 0.900.